Predict which catalyst facilitates the given reaction. From a dataset of Catalyst prediction with 721,799 reactions and 888 catalyst types from USPTO. (1) Reactant: [CH3:1][C:2]1[NH:3][C:4]([CH3:34])=[C:5]([CH2:11][C:12]2[S:27][C:15]3[N:16]([CH2:23][CH:24]([CH3:26])[CH3:25])[C:17](=[O:22])[N:18]([CH3:21])[C:19](=[O:20])[C:14]=3[C:13]=2[C:28]([N:30]([O:32][CH3:33])[CH3:31])=[O:29])[C:6]=1[C:7]([O:9][CH3:10])=[O:8].[CH2:35](O)C. Product: [C:7]([O:9][CH2:10][CH3:35])(=[O:8])[CH3:6].[CH3:34][CH2:4][CH2:5][CH:6]([CH3:7])[CH3:2].[CH3:34][CH2:4][CH2:5][CH:6]([CH3:7])[CH3:2].[CH3:35][C:28]([CH3:13])=[O:29].[CH3:1][C:2]1[NH:3][C:4]([CH3:34])=[C:5]([CH2:11][C:12]2[S:27][C:15]3[N:16]([CH2:23][CH:24]([CH3:26])[CH3:25])[C:17](=[O:22])[N:18]([CH3:21])[C:19](=[O:20])[C:14]=3[C:13]=2[C:28]([N:30]([O:32][CH3:33])[CH3:31])=[O:29])[C:6]=1[C:7]([O:9][CH3:10])=[O:8]. The catalyst class is: 45. (2) Reactant: [C:1]([O:5][C:6]([N:8]1[CH2:12][CH2:11][C@H:10]([N:13]2[CH2:18][CH2:17][N:16](CC3C=CC=CC=3)[CH2:15][CH2:14]2)[CH2:9]1)=[O:7])([CH3:4])([CH3:3])[CH3:2].C(O)(=O)C. Product: [C:1]([O:5][C:6]([N:8]1[CH2:12][CH2:11][C@H:10]([N:13]2[CH2:18][CH2:17][NH:16][CH2:15][CH2:14]2)[CH2:9]1)=[O:7])([CH3:4])([CH3:2])[CH3:3]. The catalyst class is: 14. (3) Reactant: [CH3:1][O:2][C:3]1[CH:28]=[CH:27][C:6]([CH2:7][N:8]2[C:13]([CH3:14])=[CH:12][C:11]([O:15][CH2:16][C:17]3[CH:24]=[CH:23][CH:22]=[CH:21][C:18]=3[C:19]#[N:20])=[C:10]([CH3:25])[C:9]2=[O:26])=[CH:5][CH:4]=1.B.C1COCC1. Product: [NH2:20][CH2:19][C:18]1[CH:21]=[CH:22][CH:23]=[CH:24][C:17]=1[CH2:16][O:15][C:11]1[CH:12]=[C:13]([CH3:14])[N:8]([CH2:7][C:6]2[CH:5]=[CH:4][C:3]([O:2][CH3:1])=[CH:28][CH:27]=2)[C:9](=[O:26])[C:10]=1[CH3:25]. The catalyst class is: 1. (4) Reactant: FC(F)(F)S([O:6][S:7]([C:10]([F:13])([F:12])[F:11])(=[O:9])=[O:8])(=O)=O.[F:16][CH:17]([F:20])[CH2:18]O.C(N(CC)CC)C. Product: [F:13][C:10]([F:11])([F:12])[S:7]([O:6][CH2:18][CH:17]([F:20])[F:16])(=[O:8])=[O:9]. The catalyst class is: 22. (5) Reactant: [CH3:1][C:2]1[N:7]=[CH:6][N:5]=[C:4]([C:8]23[CH2:15][CH2:14][C:11]([CH2:16][OH:17])([CH2:12][CH2:13]2)[CH2:10][CH2:9]3)[CH:3]=1. Product: [CH3:1][C:2]1[N:7]=[CH:6][N:5]=[C:4]([C:8]23[CH2:15][CH2:14][C:11]([CH:16]=[O:17])([CH2:12][CH2:13]2)[CH2:10][CH2:9]3)[CH:3]=1. The catalyst class is: 4. (6) Reactant: Cl[CH2:2][C:3]1[CH:4]=[C:5]([C:9]([N:11]2[CH2:24][C:23]([CH3:26])([CH3:25])[C:22]3[C:21]4[CH:20]=[CH:19][CH:18]=[CH:17][C:16]=4[NH:15][C:14]=3[C:13]([C:27]([O:29][CH:30]([CH3:32])[CH3:31])=[O:28])=[CH:12]2)=[O:10])[CH:6]=[CH:7][CH:8]=1.CCN(C(C)C)C(C)C.Cl.[C:43]1([NH2:49])[CH:48]=[CH:47][CH:46]=[CH:45][CH:44]=1.[N:50]1([C:56](O)=[O:57])[CH2:55][CH2:54][NH:53][CH2:52][CH2:51]1. Product: [CH3:26][C:23]1([CH3:25])[C:22]2[C:21]3[CH:20]=[CH:19][CH:18]=[CH:17][C:16]=3[NH:15][C:14]=2[C:13]([C:27]([O:29][CH:30]([CH3:31])[CH3:32])=[O:28])=[CH:12][N:11]([C:9]([C:5]2[CH:6]=[CH:7][CH:8]=[C:3]([CH2:2][N:53]3[CH2:54][CH2:55][N:50]([C:56]([NH:49][C:43]4[CH:48]=[CH:47][CH:46]=[CH:45][CH:44]=4)=[O:57])[CH2:51][CH2:52]3)[CH:4]=2)=[O:10])[CH2:24]1. The catalyst class is: 26.